This data is from Catalyst prediction with 721,799 reactions and 888 catalyst types from USPTO. The task is: Predict which catalyst facilitates the given reaction. (1) Reactant: [CH2:1]([O:3][C:4]1[C:9](B(O)O)=[CH:8][CH:7]=[CH:6][N:5]=1)[CH3:2].Br[C:14]1[CH:15]=[C:16]([CH:18]=[CH:19][CH:20]=1)[NH2:17].C([O-])([O-])=O.[Na+].[Na+]. Product: [CH2:1]([O:3][C:4]1[C:9]([C:14]2[CH:15]=[C:16]([NH2:17])[CH:18]=[CH:19][CH:20]=2)=[CH:8][CH:7]=[CH:6][N:5]=1)[CH3:2]. The catalyst class is: 104. (2) Reactant: [NH2:1][C@H:2]([C:11]([OH:13])=[O:12])[CH2:3][C:4]1[CH:9]=[CH:8][C:7]([OH:10])=[CH:6][CH:5]=1.CS(C)=O.CS(O[CH2:23][CH2:24][C:25]1[CH:30]=[CH:29][C:28]([CH2:31][CH3:32])=[CH:27][N:26]=1)(=O)=O. Product: [NH2:1][CH:2]([CH2:3][C:4]1[CH:5]=[CH:6][C:7]([O:10][CH2:23][CH2:24][C:25]2[CH:30]=[CH:29][C:28]([CH2:31][CH3:32])=[CH:27][N:26]=2)=[CH:8][CH:9]=1)[C:11]([OH:13])=[O:12]. The catalyst class is: 74. (3) Reactant: [CH2:1]([O:5][C:6]1[CH:10]=[C:9](/[CH:11]=[CH:12]/[C:13]([O:15][CH2:16][CH3:17])=[O:14])[N:8]([CH2:18][C:19]2[CH:24]=[CH:23][C:22]([C:25]([F:28])([F:27])[F:26])=[CH:21][C:20]=2[Cl:29])[N:7]=1)[CH2:2][CH2:3][CH3:4]. Product: [CH2:1]([O:5][C:6]1[CH:10]=[C:9]([CH2:11][CH2:12][C:13]([O:15][CH2:16][CH3:17])=[O:14])[N:8]([CH2:18][C:19]2[CH:24]=[CH:23][C:22]([C:25]([F:28])([F:27])[F:26])=[CH:21][C:20]=2[Cl:29])[N:7]=1)[CH2:2][CH2:3][CH3:4]. The catalyst class is: 481.